Dataset: Full USPTO retrosynthesis dataset with 1.9M reactions from patents (1976-2016). Task: Predict the reactants needed to synthesize the given product. Given the product [CH3:1][O:2][C:3]1[CH:4]=[CH:5][C:6]([CH2:7][N:8]2[C:17]3[C:12](=[CH:13][CH:14]=[CH:15][CH:16]=3)[CH2:11][CH:10]([CH3:22])[C:9]2=[O:18])=[CH:19][CH:20]=1, predict the reactants needed to synthesize it. The reactants are: [CH3:1][O:2][C:3]1[CH:20]=[CH:19][C:6]([CH2:7][N:8]2[C:17]3[C:12](=[CH:13][CH:14]=[CH:15][CH:16]=3)[CH2:11][CH2:10][C:9]2=[O:18])=[CH:5][CH:4]=1.[Li+].[CH3:22][Si]([N-][Si](C)(C)C)(C)C.CI.